This data is from Full USPTO retrosynthesis dataset with 1.9M reactions from patents (1976-2016). The task is: Predict the reactants needed to synthesize the given product. Given the product [C:9]([O:14][CH2:2][SiH2:3][CH:4]([O:7][CH3:8])[O:5][CH3:6])(=[O:13])[C:10]([CH3:12])=[CH2:11], predict the reactants needed to synthesize it. The reactants are: Cl[CH2:2][SiH2:3][CH:4]([O:7][CH3:8])[O:5][CH3:6].[C:9]([O-:14])(=[O:13])[C:10]([CH3:12])=[CH2:11].[K+].